Dataset: Forward reaction prediction with 1.9M reactions from USPTO patents (1976-2016). Task: Predict the product of the given reaction. The product is: [Cl:16][C:17]1[CH:18]=[C:19]([C:23]#[C:24][C:25]2[CH2:29][C:28]3([CH2:34][CH2:33][C:32](=[C:12]([F:14])[F:13])[CH2:31][CH2:30]3)[O:27][N:26]=2)[CH:20]=[CH:21][CH:22]=1. Given the reactants CN(P(N(C)C)N(C)C)C.Br[C:12](Br)([F:14])[F:13].[Cl:16][C:17]1[CH:18]=[C:19]([C:23]#[C:24][C:25]2[CH2:29][C:28]3([CH2:34][CH2:33][C:32](=O)[CH2:31][CH2:30]3)[O:27][N:26]=2)[CH:20]=[CH:21][CH:22]=1, predict the reaction product.